From a dataset of NCI-60 drug combinations with 297,098 pairs across 59 cell lines. Regression. Given two drug SMILES strings and cell line genomic features, predict the synergy score measuring deviation from expected non-interaction effect. (1) Drug 1: C1=NC2=C(N=C(N=C2N1C3C(C(C(O3)CO)O)F)Cl)N. Drug 2: B(C(CC(C)C)NC(=O)C(CC1=CC=CC=C1)NC(=O)C2=NC=CN=C2)(O)O. Cell line: HS 578T. Synergy scores: CSS=40.7, Synergy_ZIP=-1.06, Synergy_Bliss=-2.84, Synergy_Loewe=-3.35, Synergy_HSA=-2.53. (2) Drug 1: CCC1(CC2CC(C3=C(CCN(C2)C1)C4=CC=CC=C4N3)(C5=C(C=C6C(=C5)C78CCN9C7C(C=CC9)(C(C(C8N6C)(C(=O)OC)O)OC(=O)C)CC)OC)C(=O)OC)O.OS(=O)(=O)O. Drug 2: C(CC(=O)O)C(=O)CN.Cl. Cell line: UACC-257. Synergy scores: CSS=12.3, Synergy_ZIP=-3.05, Synergy_Bliss=-0.198, Synergy_Loewe=1.24, Synergy_HSA=1.31. (3) Drug 1: CCC(=C(C1=CC=CC=C1)C2=CC=C(C=C2)OCCN(C)C)C3=CC=CC=C3.C(C(=O)O)C(CC(=O)O)(C(=O)O)O. Drug 2: CC1C(C(CC(O1)OC2CC(CC3=C2C(=C4C(=C3O)C(=O)C5=CC=CC=C5C4=O)O)(C(=O)C)O)N)O. Cell line: NCI/ADR-RES. Synergy scores: CSS=25.5, Synergy_ZIP=2.91, Synergy_Bliss=4.96, Synergy_Loewe=1.19, Synergy_HSA=5.52. (4) Drug 1: CCC1(CC2CC(C3=C(CCN(C2)C1)C4=CC=CC=C4N3)(C5=C(C=C6C(=C5)C78CCN9C7C(C=CC9)(C(C(C8N6C)(C(=O)OC)O)OC(=O)C)CC)OC)C(=O)OC)O.OS(=O)(=O)O. Drug 2: CN(CC1=CN=C2C(=N1)C(=NC(=N2)N)N)C3=CC=C(C=C3)C(=O)NC(CCC(=O)O)C(=O)O. Cell line: SF-295. Synergy scores: CSS=40.1, Synergy_ZIP=2.62, Synergy_Bliss=0.464, Synergy_Loewe=-11.1, Synergy_HSA=0.947. (5) Drug 1: CC1=C(C(=CC=C1)Cl)NC(=O)C2=CN=C(S2)NC3=CC(=NC(=N3)C)N4CCN(CC4)CCO. Synergy scores: CSS=8.62, Synergy_ZIP=-2.97, Synergy_Bliss=-3.96, Synergy_Loewe=4.73, Synergy_HSA=-2.52. Drug 2: C1C(C(OC1N2C=NC3=C2NC=NCC3O)CO)O. Cell line: SW-620. (6) Drug 1: CS(=O)(=O)CCNCC1=CC=C(O1)C2=CC3=C(C=C2)N=CN=C3NC4=CC(=C(C=C4)OCC5=CC(=CC=C5)F)Cl. Drug 2: CC(C)(C#N)C1=CC(=CC(=C1)CN2C=NC=N2)C(C)(C)C#N. Cell line: SK-MEL-5. Synergy scores: CSS=4.83, Synergy_ZIP=-0.275, Synergy_Bliss=2.45, Synergy_Loewe=0.760, Synergy_HSA=0.158. (7) Synergy scores: CSS=46.7, Synergy_ZIP=1.73, Synergy_Bliss=1.23, Synergy_Loewe=4.45, Synergy_HSA=5.97. Drug 2: CC1CCC2CC(C(=CC=CC=CC(CC(C(=O)C(C(C(=CC(C(=O)CC(OC(=O)C3CCCCN3C(=O)C(=O)C1(O2)O)C(C)CC4CCC(C(C4)OC)OCCO)C)C)O)OC)C)C)C)OC. Drug 1: CCC1=CC2CC(C3=C(CN(C2)C1)C4=CC=CC=C4N3)(C5=C(C=C6C(=C5)C78CCN9C7C(C=CC9)(C(C(C8N6C)(C(=O)OC)O)OC(=O)C)CC)OC)C(=O)OC.C(C(C(=O)O)O)(C(=O)O)O. Cell line: EKVX. (8) Drug 1: COC1=CC(=CC(=C1O)OC)C2C3C(COC3=O)C(C4=CC5=C(C=C24)OCO5)OC6C(C(C7C(O6)COC(O7)C8=CC=CS8)O)O. Drug 2: CC1C(C(CC(O1)OC2CC(OC(C2O)C)OC3=CC4=CC5=C(C(=O)C(C(C5)C(C(=O)C(C(C)O)O)OC)OC6CC(C(C(O6)C)O)OC7CC(C(C(O7)C)O)OC8CC(C(C(O8)C)O)(C)O)C(=C4C(=C3C)O)O)O)O. Cell line: HOP-92. Synergy scores: CSS=39.0, Synergy_ZIP=-4.26, Synergy_Bliss=-0.176, Synergy_Loewe=-2.11, Synergy_HSA=1.13. (9) Drug 1: C1C(C(OC1N2C=NC3=C(N=C(N=C32)Cl)N)CO)O. Synergy scores: CSS=67.6, Synergy_ZIP=-2.28, Synergy_Bliss=0.509, Synergy_Loewe=-5.75, Synergy_HSA=-0.946. Cell line: LOX IMVI. Drug 2: CC1C(C(CC(O1)OC2CC(OC(C2O)C)OC3=CC4=CC5=C(C(=O)C(C(C5)C(C(=O)C(C(C)O)O)OC)OC6CC(C(C(O6)C)O)OC7CC(C(C(O7)C)O)OC8CC(C(C(O8)C)O)(C)O)C(=C4C(=C3C)O)O)O)O.